From a dataset of NCI-60 drug combinations with 297,098 pairs across 59 cell lines. Regression. Given two drug SMILES strings and cell line genomic features, predict the synergy score measuring deviation from expected non-interaction effect. (1) Drug 1: CC1C(C(CC(O1)OC2CC(OC(C2O)C)OC3=CC4=CC5=C(C(=O)C(C(C5)C(C(=O)C(C(C)O)O)OC)OC6CC(C(C(O6)C)O)OC7CC(C(C(O7)C)O)OC8CC(C(C(O8)C)O)(C)O)C(=C4C(=C3C)O)O)O)O. Drug 2: C(CN)CNCCSP(=O)(O)O. Cell line: OVCAR-8. Synergy scores: CSS=26.8, Synergy_ZIP=3.01, Synergy_Bliss=3.23, Synergy_Loewe=-8.92, Synergy_HSA=1.21. (2) Drug 1: C1=CC=C(C(=C1)C(C2=CC=C(C=C2)Cl)C(Cl)Cl)Cl. Drug 2: CC(C)(C#N)C1=CC(=CC(=C1)CN2C=NC=N2)C(C)(C)C#N. Cell line: RXF 393. Synergy scores: CSS=0.672, Synergy_ZIP=-0.385, Synergy_Bliss=0.786, Synergy_Loewe=-0.377, Synergy_HSA=-1.18.